From a dataset of Full USPTO retrosynthesis dataset with 1.9M reactions from patents (1976-2016). Predict the reactants needed to synthesize the given product. Given the product [CH2:1]([N:5]([CH2:6][C:7]1[CH:12]=[CH:11][C:10]([C:13]([F:14])([F:15])[F:16])=[CH:9][C:8]=1[F:17])[C:29](=[O:30])[CH2:28][O:27][C:26]1[CH:25]=[CH:24][C:23]([CH2:22][C@H:21]([O:20][CH2:18][CH3:19])[C:34]([O:36][CH2:37][CH3:38])=[O:35])=[CH:33][CH:32]=1)[CH2:2][CH2:3][CH3:4], predict the reactants needed to synthesize it. The reactants are: [CH2:1]([NH:5][CH2:6][C:7]1[CH:12]=[CH:11][C:10]([C:13]([F:16])([F:15])[F:14])=[CH:9][C:8]=1[F:17])[CH2:2][CH2:3][CH3:4].[CH2:18]([O:20][C@H:21]([C:34]([O:36][CH2:37][CH3:38])=[O:35])[CH2:22][C:23]1[CH:33]=[CH:32][C:26]([O:27][CH2:28][C:29](O)=[O:30])=[CH:25][CH:24]=1)[CH3:19].C(N(CC)C(C)C)(C)C.F[B-](F)(F)F.N1(OC(N(C)C)=[N+](C)C)C2C=CC=CC=2N=N1.